Dataset: Full USPTO retrosynthesis dataset with 1.9M reactions from patents (1976-2016). Task: Predict the reactants needed to synthesize the given product. (1) Given the product [CH2:17]([C:14]1[CH:15]=[CH:16][C:11]([C:10]2[C:3]3[C:4](=[N:5][CH:6]=[CH:7][C:2]=3[O:27][CH2:26][CH2:25][OH:28])[O:8][C:9]=2[C:19]2[CH:24]=[CH:23][CH:22]=[CH:21][CH:20]=2)=[CH:12][CH:13]=1)[CH3:18], predict the reactants needed to synthesize it. The reactants are: Cl[C:2]1[CH:7]=[CH:6][N:5]=[C:4]2[O:8][C:9]([C:19]3[CH:24]=[CH:23][CH:22]=[CH:21][CH:20]=3)=[C:10]([C:11]3[CH:16]=[CH:15][C:14]([CH2:17][CH3:18])=[CH:13][CH:12]=3)[C:3]=12.[CH2:25]([OH:28])[CH2:26][OH:27].[H-].[Na+].O. (2) Given the product [Si:9]([O:8][CH2:7][C:5]1[N:6]=[C:2]([C:26]2[CH:27]=[CH:28][C:23]([C:21]([N:20]([CH3:32])[CH3:19])=[O:22])=[CH:24][CH:25]=2)[S:3][C:4]=1[CH:16]([CH3:18])[CH3:17])([C:12]([CH3:15])([CH3:14])[CH3:13])([CH3:11])[CH3:10], predict the reactants needed to synthesize it. The reactants are: Br[C:2]1[S:3][C:4]([CH:16]([CH3:18])[CH3:17])=[C:5]([CH2:7][O:8][Si:9]([C:12]([CH3:15])([CH3:14])[CH3:13])([CH3:11])[CH3:10])[N:6]=1.[CH3:19][N:20]([CH3:32])[C:21]([C:23]1[CH:28]=[CH:27][C:26](B(O)O)=[CH:25][CH:24]=1)=[O:22].C(Cl)Cl.C([O-])([O-])=O.[Na+].[Na+]. (3) Given the product [Cl:1][C:2]1[CH:3]=[C:4]([NH:19][C:20]2[C:30]3[CH:29]=[C:28]([CH2:31][CH2:37][C:38]#[N:39])[CH2:27][CH2:26][NH:25][C:24]=3[N:23]=[CH:22][N:21]=2)[CH:5]=[CH:6][C:7]=1[O:8][C:9]1[CH:14]=[CH:13][CH:12]=[C:11]([C:15]([F:18])([F:17])[F:16])[CH:10]=1, predict the reactants needed to synthesize it. The reactants are: [Cl:1][C:2]1[CH:3]=[C:4]([NH:19][C:20]2[C:30]3[CH:29]=[C:28]([CH2:31]O)[CH2:27][CH2:26][NH:25][C:24]=3[N:23]=[CH:22][N:21]=2)[CH:5]=[CH:6][C:7]=1[O:8][C:9]1[CH:14]=[CH:13][CH:12]=[C:11]([C:15]([F:18])([F:17])[F:16])[CH:10]=1.CS([CH2:37][CH2:38][NH:39]S(C1C=CC=CC=1[N+]([O-])=O)(=O)=O)(=O)=O.C(P(=CC#N)(CCCC)CCCC)CCC. (4) Given the product [Br:1][C:2]1[C:3]([NH:10][C:11]2[CH:16]=[CH:15][CH:14]=[CH:13][CH:12]=2)=[N:4][C:5]([Cl:8])=[N:6][CH:7]=1, predict the reactants needed to synthesize it. The reactants are: [Br:1][C:2]1[C:3](Cl)=[N:4][C:5]([Cl:8])=[N:6][CH:7]=1.[NH2:10][C:11]1[CH:16]=[CH:15][CH:14]=[CH:13][CH:12]=1.C(N(CC)CC)C. (5) Given the product [NH:1]([C:22]([O:24][CH2:25][C:26]1[CH:31]=[CH:30][CH:29]=[CH:28][CH:27]=1)=[O:23])[C@H:2]([C:19]([NH:57][C@H:58]([C:63]([O:65][CH3:66])=[O:64])[CH2:59][CH:60]([CH3:62])[CH3:61])=[O:20])[CH2:3][C:4]1[CH:5]=[CH:6][C:7]([CH2:10][NH:11][C:12]([O:14][C:15]([CH3:18])([CH3:17])[CH3:16])=[O:13])=[CH:8][CH:9]=1, predict the reactants needed to synthesize it. The reactants are: [NH:1]([C:22]([O:24][CH2:25][C:26]1[CH:31]=[CH:30][CH:29]=[CH:28][CH:27]=1)=[O:23])[C@H:2]([C:19](O)=[O:20])[CH2:3][C:4]1[CH:9]=[CH:8][C:7]([CH2:10][NH:11][C:12]([O:14][C:15]([CH3:18])([CH3:17])[CH3:16])=[O:13])=[CH:6][CH:5]=1.CN(C(ON1N=NC2C=CC=CC1=2)=[N+](C)C)C.F[P-](F)(F)(F)(F)F.Cl.[NH2:57][C@H:58]([C:63]([O:65][CH3:66])=[O:64])[CH2:59][CH:60]([CH3:62])[CH3:61].CCN(C(C)C)C(C)C. (6) Given the product [C:1]([O:9][C:10]1([CH2:27][C:28]2[CH:33]=[C:32]([O:44][CH3:37])[CH:31]=[CH:30][C:29]=2[OH:36])[C:18]2[C:13](=[CH:14][CH:15]=[C:16]([CH3:19])[CH:17]=2)[N:12]([CH2:20][CH3:21])[C:11]1=[O:26])(=[O:8])[C:2]1[CH:3]=[CH:4][CH:5]=[CH:6][CH:7]=1, predict the reactants needed to synthesize it. The reactants are: [C:1]([O:9][C:10]1([CH2:27][C:28]2[CH:33]=[CH:32][C:31](OC)=[CH:30][C:29]=2[OH:36])[C:18]2[C:13](=[CH:14][CH:15]=[C:16]([CH3:19])[CH:17]=2)[N:12]([CH2:20][CH2:21]CC(C)C)[C:11]1=[O:26])(=[O:8])[C:2]1[CH:7]=[CH:6][CH:5]=[CH:4][CH:3]=1.[C:37](OC1C2C(=CC=C(C)C=2)N(CC)C1=O)(=[O:44])C1C=CC=CC=1. (7) Given the product [F:10][C:11]([F:19])([F:18])[C:12]([C:14]([F:17])([F:16])[F:15])([OH:13])[CH:1]=[CH2:2], predict the reactants needed to synthesize it. The reactants are: [CH:1]([Mg]Cl)=[CH2:2].C1COCC1.[F:10][C:11]([F:19])([F:18])[C:12]([C:14]([F:17])([F:16])[F:15])=[O:13]. (8) Given the product [OH:30][C:5]1[C:6]([CH2:27][CH2:28][CH3:29])=[C:7]([O:8][CH2:9][C:10]2[CH:15]=[CH:14][CH:13]=[C:12]([S:16][C:17]3[C:18]([C:19]4[N:31]=[N:32][NH:33][N:20]=4)=[CH:21][CH:22]=[CH:23][N:24]=3)[CH:11]=2)[CH:25]=[CH:26][C:4]=1[C:1](=[O:3])[CH3:2], predict the reactants needed to synthesize it. The reactants are: [C:1]([C:4]1[CH:26]=[CH:25][C:7]([O:8][CH2:9][C:10]2[CH:11]=[C:12]([S:16][C:17]3[N:24]=[CH:23][CH:22]=[CH:21][C:18]=3[C:19]#[N:20])[CH:13]=[CH:14][CH:15]=2)=[C:6]([CH2:27][CH2:28][CH3:29])[C:5]=1[OH:30])(=[O:3])[CH3:2].[N-:31]=[N+:32]=[N-:33].[Na+].Cl.C(N(CC)CC)C. (9) The reactants are: [CH2:1]([OH:4])[C:2]#[CH:3].C(N(CC)CC)C.Br[C:13]1[CH:18]=[CH:17][C:16]([N+:19]([O-:21])=[O:20])=[CH:15][CH:14]=1. Given the product [OH:4][CH2:1][C:2]#[C:3][C:13]1[CH:18]=[CH:17][C:16]([N+:19]([O-:21])=[O:20])=[CH:15][CH:14]=1, predict the reactants needed to synthesize it.